This data is from Full USPTO retrosynthesis dataset with 1.9M reactions from patents (1976-2016). The task is: Predict the reactants needed to synthesize the given product. (1) Given the product [Cl:12][C:13]1[CH:14]=[C:15]([C:2]2[CH:8]=[CH:7][C:5]([NH2:6])=[C:4]([N+:9]([O-:11])=[O:10])[CH:3]=2)[CH:16]=[CH:17][C:18]=1[C:19]([F:20])([F:21])[F:22], predict the reactants needed to synthesize it. The reactants are: Br[C:2]1[CH:8]=[CH:7][C:5]([NH2:6])=[C:4]([N+:9]([O-:11])=[O:10])[CH:3]=1.[Cl:12][C:13]1[CH:14]=[C:15](B(O)O)[CH:16]=[CH:17][C:18]=1[C:19]([F:22])([F:21])[F:20].C([O-])([O-])=O.[Na+].[Na+]. (2) Given the product [Cl:18][C:6]1[C:5]2[C:10](=[CH:11][CH:12]=[C:3]([C:2]([F:15])([F:14])[F:1])[CH:4]=2)[N:9]=[CH:8][N:7]=1, predict the reactants needed to synthesize it. The reactants are: [F:1][C:2]([F:15])([F:14])[C:3]1[CH:4]=[C:5]2[C:10](=[CH:11][CH:12]=1)[N:9]=[CH:8][N:7]=[C:6]2O.P(Cl)(Cl)([Cl:18])=O. (3) Given the product [F:10][C:11]1[CH:12]=[C:13]([S:17]([NH:6][C@@H:5]([CH2:7][OH:8])[C:4]([O:3][CH3:2])=[O:9])(=[O:19])=[O:18])[CH:14]=[CH:15][CH:16]=1, predict the reactants needed to synthesize it. The reactants are: Cl.[CH3:2][O:3][C:4](=[O:9])[C@H:5]([CH2:7][OH:8])[NH2:6].[F:10][C:11]1[CH:12]=[C:13]([S:17](Cl)(=[O:19])=[O:18])[CH:14]=[CH:15][CH:16]=1. (4) Given the product [CH3:1][N:2]1[CH2:6][C:5]23[CH:11]([CH2:12][CH2:13][CH:4]2[CH2:3]1)[C:10]1[CH:14]=[CH:15][C:16]([C:31]2[CH:32]=[CH:33][C:28]([C:26]#[N:27])=[CH:29][CH:30]=2)=[CH:17][C:9]=1[CH2:8][CH2:7]3, predict the reactants needed to synthesize it. The reactants are: [CH3:1][N:2]1[CH2:6][C:5]23[CH:11]([CH2:12][CH2:13][CH:4]2[CH2:3]1)[C:10]1[CH:14]=[CH:15][C:16](OS(C(F)(F)F)(=O)=O)=[CH:17][C:9]=1[CH2:8][CH2:7]3.[C:26]([C:28]1[CH:33]=[CH:32][C:31](B(O)O)=[CH:30][CH:29]=1)#[N:27].C([O-])([O-])=O.[Na+].[Na+]. (5) Given the product [F:18][C:19]1[C:26]([F:27])=[CH:25][CH:24]=[CH:23][C:20]=1[CH2:21][N:12]1[C:13]([CH3:17])([CH3:16])[C:14](=[O:15])[N:11]1[CH:2]1[CH:3]2[CH2:4][CH:5]3[CH2:6][CH:7]([CH2:8][CH:1]1[CH2:10]3)[CH2:9]2, predict the reactants needed to synthesize it. The reactants are: [CH:1]12[CH2:10][CH:5]3[CH2:6][CH:7]([CH2:9][CH:3]([CH2:4]3)[CH:2]1[N:11]1[C:14](=[O:15])[C:13]([CH3:17])([CH3:16])[NH:12]1)[CH2:8]2.[F:18][C:19]1[C:26]([F:27])=[CH:25][CH:24]=[CH:23][C:20]=1[CH2:21]Br. (6) Given the product [CH3:35][S:31]([C:13]1[CH:14]=[CH:9][C:10]([O:15][CH:16]2[CH2:17][CH2:18][N:19]([C:22]([O:24][C:25]([CH3:26])([CH3:27])[CH3:28])=[O:23])[CH2:20][CH2:21]2)=[CH:11][CH:12]=1)(=[O:33])=[O:30], predict the reactants needed to synthesize it. The reactants are: [O-2].[Al+3].[O-2].[O-2].[Al+3].O.CS[C:9]1[CH:14]=[CH:13][CH:12]=[CH:11][C:10]=1[O:15][CH:16]1[CH2:21][CH2:20][N:19]([C:22]([O:24][C:25]([CH3:28])([CH3:27])[CH3:26])=[O:23])[CH2:18][CH2:17]1.O[O:30][S:31]([O-:33])=O.[K+].[CH:35](Cl)(Cl)Cl. (7) Given the product [CH3:39][O:38][C:36](=[O:37])[CH:35]=[CH:6][C:5]1[CH:8]=[CH:9][C:10]([C:12]([F:15])([F:14])[F:13])=[CH:11][C:4]=1[NH:3][CH2:1][CH3:2], predict the reactants needed to synthesize it. The reactants are: [CH2:1]([NH:3][C:4]1[CH:11]=[C:10]([C:12]([F:15])([F:14])[F:13])[CH:9]=[CH:8][C:5]=1[CH:6]=O)[CH3:2].C1(P(=[CH:35][C:36]([O:38][CH3:39])=[O:37])(C2C=CC=CC=2)C2C=CC=CC=2)C=CC=CC=1. (8) Given the product [F:26][CH:27]1[CH2:32][CH2:31][N:30]([C:1]([C:4]2[CH:9]=[CH:8][C:7]([S:10]([NH2:13])(=[O:12])=[O:11])=[CH:6][CH:5]=2)=[O:3])[CH2:29][CH2:28]1, predict the reactants needed to synthesize it. The reactants are: [C:1]([C:4]1[CH:9]=[CH:8][C:7]([S:10]([NH2:13])(=[O:12])=[O:11])=[CH:6][CH:5]=1)([OH:3])=O.C(N1C=CN=C1)(N1C=CN=C1)=O.[F:26][CH:27]1[CH2:32][CH2:31][NH:30][CH2:29][CH2:28]1.